Dataset: Full USPTO retrosynthesis dataset with 1.9M reactions from patents (1976-2016). Task: Predict the reactants needed to synthesize the given product. (1) Given the product [Br:1][CH2:9][C:8]([C:4]1[S:3][CH:7]=[CH:6][N:5]=1)=[O:10], predict the reactants needed to synthesize it. The reactants are: [Br:1]Br.[S:3]1[CH:7]=[CH:6][N:5]=[C:4]1[C:8](=[O:10])[CH3:9]. (2) Given the product [CH3:6][O:7][C:8]([C:10]1[S:18][C:13]2=[N:14][CH:15]=[CH:16][CH:17]=[C:12]2[C:11]=1[O:19][CH2:27][C:28](=[O:29])[NH2:30])=[O:9], predict the reactants needed to synthesize it. The reactants are: CN(C=O)C.[CH3:6][O:7][C:8]([C:10]1[S:18][C:13]2=[N:14][CH:15]=[CH:16][CH:17]=[C:12]2[C:11]=1[OH:19])=[O:9].C(=O)([O-])[O-].[K+].[K+].Br[CH2:27][C:28]([NH2:30])=[O:29].